This data is from Full USPTO retrosynthesis dataset with 1.9M reactions from patents (1976-2016). The task is: Predict the reactants needed to synthesize the given product. (1) Given the product [CH:22]1([O:21][CH2:20][C:17]([CH:11]2[CH2:12][CH2:13][CH2:14][CH2:15][CH2:16]2)([CH2:26][O:27][CH3:28])[CH2:18][OH:19])[CH2:23][CH2:24][CH2:25]1, predict the reactants needed to synthesize it. The reactants are: [H-].[H-].[H-].[H-].[Li+].[Al+3].[Al+3].[Cl-].[Cl-].[Cl-].[CH:11]1([C:17]2([CH2:26][O:27][CH3:28])[C:20]3([CH2:25][CH2:24][CH2:23][CH2:22][O:21]3)[O:19][CH2:18]2)[CH2:16][CH2:15][CH2:14][CH2:13][CH2:12]1.[OH-].[Na+].S([O-])([O-])(=O)=O.[Na+].[Na+]. (2) Given the product [ClH:35].[F:31][C:28]1[CH:27]=[CH:26][C:25]([C:24]([NH:23][C:20]2[S:21][C:22]3[C:14]([C:11]4[CH2:12][CH2:13][NH:8][CH2:9][CH:10]=4)=[CH:15][CH:16]=[C:17]([O:33][CH3:34])[C:18]=3[N:19]=2)=[O:32])=[CH:30][CH:29]=1, predict the reactants needed to synthesize it. The reactants are: C(OC([N:8]1[CH2:13][CH:12]=[C:11]([C:14]2[C:22]3[S:21][C:20]([NH:23][C:24](=[O:32])[C:25]4[CH:30]=[CH:29][C:28]([F:31])=[CH:27][CH:26]=4)=[N:19][C:18]=3[C:17]([O:33][CH3:34])=[CH:16][CH:15]=2)[CH2:10][CH2:9]1)=O)(C)(C)C.[ClH:35].CO. (3) Given the product [F:40][C:37]1[CH:38]=[CH:39][C:34]([C:8]2([C:5]3[CH:4]=[CH:3][C:2]([F:1])=[CH:7][CH:6]=3)[CH2:13][CH2:12][CH2:11][N:10]([CH2:14][C:15](=[O:16])[N:17]3[CH2:22][CH2:21][NH:20][CH2:19][CH2:18]3)[C:9]2=[O:33])=[CH:35][CH:36]=1, predict the reactants needed to synthesize it. The reactants are: [F:1][C:2]1[CH:7]=[CH:6][C:5]([C:8]2([C:34]3[CH:39]=[CH:38][C:37]([F:40])=[CH:36][CH:35]=3)[CH2:13][CH2:12][CH2:11][N:10]([CH2:14][C:15]([N:17]3[CH2:22][CH2:21][N:20](C(OCC4C=CC=CC=4)=O)[CH2:19][CH2:18]3)=[O:16])[C:9]2=[O:33])=[CH:4][CH:3]=1. (4) Given the product [C:27]([OH:34])(=[O:33])/[CH:28]=[CH:29]/[C:30]([OH:32])=[O:31].[Cl:1][C:2]1[CH:9]=[CH:8][C:5]([C:6]#[N:7])=[C:4]([O:10][C:11]2[CH:16]=[CH:15][CH:14]=[C:13]([CH2:17][NH:22][CH2:19][CH2:20][CH3:21])[CH:12]=2)[CH:3]=1, predict the reactants needed to synthesize it. The reactants are: [Cl:1][C:2]1[CH:9]=[CH:8][C:5]([C:6]#[N:7])=[C:4]([O:10][C:11]2[CH:16]=[CH:15][CH:14]=[C:13]([CH:17]=O)[CH:12]=2)[CH:3]=1.[CH2:19]([NH2:22])[CH2:20][CH3:21].C([BH3-])#N.[Na+].[C:27]([OH:34])(=[O:33])/[CH:28]=[CH:29]/[C:30]([OH:32])=[O:31]. (5) Given the product [F:24][C:19]1[CH:20]=[CH:21][CH:22]=[CH:23][C:18]=1[CH2:17][N:10]1[C:11]2[C:16](=[CH:15][CH:14]=[CH:13][CH:12]=2)[C:8]([C:6]2[N:5]=[C:4]([NH:25][C:26](=[O:28])[CH3:27])[CH:3]=[C:2]([NH:1][C:31]3[CH:36]=[CH:35][N:34]=[CH:33][CH:32]=3)[N:7]=2)=[N:9]1, predict the reactants needed to synthesize it. The reactants are: [NH2:1][C:2]1[N:7]=[C:6]([C:8]2[C:16]3[C:11](=[CH:12][CH:13]=[CH:14][CH:15]=3)[N:10]([CH2:17][C:18]3[CH:23]=[CH:22][CH:21]=[CH:20][C:19]=3[F:24])[N:9]=2)[N:5]=[C:4]([NH:25][C:26](=[O:28])[CH3:27])[CH:3]=1.Cl.Br[C:31]1[CH:36]=[CH:35][N:34]=[CH:33][CH:32]=1.CC1(C)C2C=CC=C(P(C3C=CC=CC=3)C3C=CC=CC=3)C=2OC2C1=CC=CC=2P(C1C=CC=CC=1)C1C=CC=CC=1.C(=O)([O-])[O-].[Cs+].[Cs+].Cl. (6) Given the product [C:1]([C:9]1([OH:15])[CH2:14][CH2:13][CH2:12][CH2:11][CH2:10]1)([CH3:4])([CH3:3])[CH3:2], predict the reactants needed to synthesize it. The reactants are: [C:1]([Mg]Cl)([CH3:4])([CH3:3])[CH3:2].[Li+].[Cl-].[C:9]1(=[O:15])[CH2:14][CH2:13][CH2:12][CH2:11][CH2:10]1. (7) Given the product [ClH:29].[CH2:1]([CH:3]([N:6]1[CH2:11][CH2:10][CH:9]([CH2:12][C:13]2[N:14]=[C:27]([C:18]3[CH:19]=[CH:20][C:21]4[C:26](=[CH:25][CH:24]=[CH:23][CH:22]=4)[CH:17]=3)[O:16][N:15]=2)[CH2:8][CH2:7]1)[CH2:4][CH3:5])[CH3:2], predict the reactants needed to synthesize it. The reactants are: [CH2:1]([CH:3]([N:6]1[CH2:11][CH2:10][CH:9]([CH2:12][C:13]([NH:15][OH:16])=[NH:14])[CH2:8][CH2:7]1)[CH2:4][CH3:5])[CH3:2].[CH:17]1[C:26]2[C:21](=[CH:22][CH:23]=[CH:24][CH:25]=2)[CH:20]=[CH:19][C:18]=1[C:27]([Cl:29])=O. (8) Given the product [Cl:1][C:2]1[C:6]([C:7]([OH:9])=[O:8])=[CH:5][N:4]([C:12]2[CH:13]=[N:14][CH:15]=[CH:16][CH:17]=2)[N:3]=1, predict the reactants needed to synthesize it. The reactants are: [Cl:1][C:2]1[C:6]([C:7]([O:9]CC)=[O:8])=[CH:5][N:4]([C:12]2[CH:13]=[N:14][CH:15]=[CH:16][CH:17]=2)[N:3]=1.[OH-].[K+].O. (9) Given the product [CH3:25][C:24]1[CH:26]=[CH:27][C:21]([S:18]([O:17][CH2:16][C@@H:13]2[O:12][C:8]3=[C:9]4[C:4](=[CH:5][CH:6]=[C:7]3[O:15][CH2:14]2)[N:3]=[C:2]([CH3:1])[CH:11]=[CH:10]4)(=[O:20])=[O:19])=[CH:22][CH:23]=1, predict the reactants needed to synthesize it. The reactants are: [CH3:1][C:2]1[CH:11]=[CH:10][C:9]2[C:4](=[CH:5][CH:6]=[C:7]3[O:15][CH2:14][C@H:13]([CH2:16][OH:17])[O:12][C:8]3=2)[N:3]=1.[S:18](Cl)([C:21]1[CH:27]=[CH:26][C:24]([CH3:25])=[CH:23][CH:22]=1)(=[O:20])=[O:19].C(N(CC)CC)C.C(Cl)(Cl)Cl.